From a dataset of Catalyst prediction with 721,799 reactions and 888 catalyst types from USPTO. Predict which catalyst facilitates the given reaction. (1) Reactant: [H-].[H-].[H-].[H-].[Li+].[Al+3].C([O:9][C:10](=O)[CH2:11][C:12]1[C:13]2[CH:24]=[CH:23][C:22]3[C:17](=[CH:18][CH:19]=[CH:20][CH:21]=3)[C:14]=2[O:15][CH:16]=1)C. Product: [O:15]1[CH:16]=[C:12]([CH2:11][CH2:10][OH:9])[C:13]2[CH:24]=[CH:23][C:22]3[C:17]([C:14]1=2)=[CH:18][CH:19]=[CH:20][CH:21]=3. The catalyst class is: 1. (2) Reactant: CSC.B.[F:5][C:6]1[CH:11]=[CH:10][CH:9]=[C:8]([F:12])[C:7]=1[CH2:13][C:14](O)=[O:15]. Product: [F:5][C:6]1[CH:11]=[CH:10][CH:9]=[C:8]([F:12])[C:7]=1[CH2:13][CH2:14][OH:15]. The catalyst class is: 1.